This data is from Reaction yield outcomes from USPTO patents with 853,638 reactions. The task is: Predict the reaction yield, written as a fraction of the theoretical maximum amount of product (1.0 means a 100% yield; for example, 0.34 means a 34% yield). (1) The product is [Cl:1][C:2]1[C:3]2[C:10]([CH3:11])=[C:9]([C:29]([O:28][CH2:26][CH3:27])=[O:30])[N:8]([S:12]([C:15]3[CH:16]=[CH:17][CH:18]=[CH:19][CH:20]=3)(=[O:14])=[O:13])[C:4]=2[N:5]=[CH:6][N:7]=1. The yield is 0.290. The reactants are [Cl:1][C:2]1[C:3]2[C:10]([CH3:11])=[CH:9][N:8]([S:12]([C:15]3[CH:20]=[CH:19][CH:18]=[CH:17][CH:16]=3)(=[O:14])=[O:13])[C:4]=2[N:5]=[CH:6][N:7]=1.C([Li])CCC.[CH2:26]([O:28][C:29](Cl)=[O:30])[CH3:27]. The catalyst is O1CCCC1. (2) The reactants are C[Si]([N-][Si](C)(C)C)(C)C.[Na+].O1CCCC1.Cl[C:17]1[C:26]2[C:21](=[CH:22][C:23]([O:29][CH3:30])=[C:24]([O:27][CH3:28])[CH:25]=2)[N:20]=[CH:19][N:18]=1.[Cl:31][C:32]1[CH:40]=[C:39]([I:41])[C:35]2[O:36][CH2:37][O:38][C:34]=2[C:33]=1[NH2:42].[Cl-].[NH4+]. The catalyst is CN(C)C=O. The product is [Cl:31][C:32]1[CH:40]=[C:39]([I:41])[C:35]2[O:36][CH2:37][O:38][C:34]=2[C:33]=1[NH:42][C:17]1[C:26]2[C:21](=[CH:22][C:23]([O:29][CH3:30])=[C:24]([O:27][CH3:28])[CH:25]=2)[N:20]=[CH:19][N:18]=1. The yield is 0.600. (3) The reactants are C(OC(=O)[NH:7][CH2:8][CH2:9][C:10]1[O:11][C:12]([C:15]2[CH:20]=[CH:19][CH:18]=[CH:17][C:16]=2[O:21][CH3:22])=[N:13][N:14]=1)(C)(C)C.FC(F)(F)C(O)=O. The catalyst is C(Cl)Cl. The product is [CH3:22][O:21][C:16]1[CH:17]=[CH:18][CH:19]=[CH:20][C:15]=1[C:12]1[O:11][C:10]([CH2:9][CH2:8][NH2:7])=[N:14][N:13]=1. The yield is 0.600. (4) The reactants are C(N(CC)CC)C.[Cl:8][C:9]1[N:10]=[N:11][C:12]([Cl:16])=[CH:13][C:14]=1Cl.[NH:17]1[CH2:22][CH2:21][CH:20]([C:23](=[O:25])[CH3:24])[CH2:19][CH2:18]1. The catalyst is CN(C=O)C.O. The product is [Cl:8][C:9]1[N:10]=[N:11][C:12]([Cl:16])=[CH:13][C:14]=1[N:17]1[CH2:22][CH2:21][CH:20]([C:23](=[O:25])[CH3:24])[CH2:19][CH2:18]1. The yield is 0.390. (5) The reactants are [C:1]([O:5][C:6]([N:8]1[C:16]2[C:11](=[CH:12][CH:13]=[C:14]([O:17][Si](C(C)(C)C)(C)C)[CH:15]=2)[C:10]([Br:25])=[C:9]1[C:26]1[C:27]2[S:40][CH:39]=[CH:38][C:28]=2[N:29]([C:31]([O:33][C:34]([CH3:37])([CH3:36])[CH3:35])=[O:32])[N:30]=1)=[O:7])([CH3:4])([CH3:3])[CH3:2].CCCC[N+](CCCC)(CCCC)CCCC.[F-]. The catalyst is O1CCCC1. The product is [C:1]([O:5][C:6]([N:8]1[C:16]2[C:11](=[CH:12][CH:13]=[C:14]([OH:17])[CH:15]=2)[C:10]([Br:25])=[C:9]1[C:26]1[C:27]2[S:40][CH:39]=[CH:38][C:28]=2[N:29]([C:31]([O:33][C:34]([CH3:37])([CH3:36])[CH3:35])=[O:32])[N:30]=1)=[O:7])([CH3:4])([CH3:2])[CH3:3]. The yield is 0.830. (6) The reactants are [CH2:1]([O:3][C:4]1[CH:5]=[C:6]([C:20]2[CH:25]=[CH:24][C:23]([CH2:26][C:27]([NH:29][C:30]3[CH:34]=[C:33]([C:35]([CH3:41])([CH3:40])[C:36]([F:39])([F:38])[F:37])[O:32][N:31]=3)=[O:28])=[C:22]([F:42])[CH:21]=2)[CH:7]=[N:8][C:9]=1[O:10]CC1C=CC(OC)=CC=1)[CH3:2]. The catalyst is Cl. The product is [CH2:1]([O:3][C:4]1[C:9](=[O:10])[NH:8][CH:7]=[C:6]([C:20]2[CH:25]=[CH:24][C:23]([CH2:26][C:27]([NH:29][C:30]3[CH:34]=[C:33]([C:35]([CH3:41])([CH3:40])[C:36]([F:39])([F:37])[F:38])[O:32][N:31]=3)=[O:28])=[C:22]([F:42])[CH:21]=2)[CH:5]=1)[CH3:2]. The yield is 0.497. (7) The reactants are Cl.[NH2:2][C:3]1[CH:7]=[CH:6][NH:5][C:4]=1[C:8]([O:10][CH2:11][CH3:12])=[O:9].C(N(CC)CC)C.[C:20](Cl)(=[O:22])[CH3:21]. The catalyst is C(Cl)Cl. The product is [C:20]([NH:2][C:3]1[CH:7]=[CH:6][NH:5][C:4]=1[C:8]([O:10][CH2:11][CH3:12])=[O:9])(=[O:22])[CH3:21]. The yield is 1.00.